This data is from Forward reaction prediction with 1.9M reactions from USPTO patents (1976-2016). The task is: Predict the product of the given reaction. (1) Given the reactants [NH:1]1[C:5]2[CH:6]=[CH:7][C:8]([C:10]([N:12]3[CH2:21][C@H:20]4[C@H:14]([CH2:15][CH2:16][N:17]([C:22](=[O:37])/[CH:23]=[CH:24]/[C:25]5[CH:30]=[CH:29][C:28]([O:31][C:32]([F:35])([F:34])[F:33])=[C:27]([F:36])[CH:26]=5)[CH2:18][CH2:19]4)[CH2:13]3)=[O:11])=[CH:9][C:4]=2[N:3]=[N:2]1, predict the reaction product. The product is: [NH:1]1[C:5]2[CH:6]=[CH:7][C:8]([C:10]([N:12]3[CH2:21][C@H:20]4[C@H:14]([CH2:15][CH2:16][N:17]([C:22](=[O:37])[CH2:23][CH2:24][C:25]5[CH:30]=[CH:29][C:28]([O:31][C:32]([F:35])([F:33])[F:34])=[C:27]([F:36])[CH:26]=5)[CH2:18][CH2:19]4)[CH2:13]3)=[O:11])=[CH:9][C:4]=2[N:3]=[N:2]1. (2) Given the reactants [F:1][C:2]1[CH:3]=[C:4]([CH:7]=[CH:8][C:9]=1[OH:10])[CH:5]=[O:6].C([O-])([O-])=O.[K+].[K+].[CH2:17](Br)[C:18]1[CH:23]=[CH:22][CH:21]=[CH:20][CH:19]=1, predict the reaction product. The product is: [CH2:17]([O:10][C:9]1[CH:8]=[CH:7][C:4]([CH:5]=[O:6])=[CH:3][C:2]=1[F:1])[C:18]1[CH:23]=[CH:22][CH:21]=[CH:20][CH:19]=1. (3) Given the reactants [C:1]1([C:7]2([C:13]3[CH:18]=[CH:17][CH:16]=[CH:15][CH:14]=3)[CH2:11][CH2:10][O:9][C:8]2=O)[CH:6]=[CH:5][CH:4]=[CH:3][CH:2]=1.[NH3:19], predict the reaction product. The product is: [C:1]1([C:7]2([C:13]3[CH:18]=[CH:17][CH:16]=[CH:15][CH:14]=3)[CH2:11][CH2:10][NH:19][C:8]2=[O:9])[CH:6]=[CH:5][CH:4]=[CH:3][CH:2]=1.